Task: Regression. Given two drug SMILES strings and cell line genomic features, predict the synergy score measuring deviation from expected non-interaction effect.. Dataset: NCI-60 drug combinations with 297,098 pairs across 59 cell lines (1) Drug 1: CC12CCC3C(C1CCC2O)C(CC4=C3C=CC(=C4)O)CCCCCCCCCS(=O)CCCC(C(F)(F)F)(F)F. Drug 2: CCC1(C2=C(COC1=O)C(=O)N3CC4=CC5=C(C=CC(=C5CN(C)C)O)N=C4C3=C2)O.Cl. Cell line: MOLT-4. Synergy scores: CSS=53.2, Synergy_ZIP=0.539, Synergy_Bliss=0.143, Synergy_Loewe=-49.1, Synergy_HSA=0.398. (2) Drug 1: C1=CC=C(C(=C1)C(C2=CC=C(C=C2)Cl)C(Cl)Cl)Cl. Drug 2: CC1CCCC2(C(O2)CC(NC(=O)CC(C(C(=O)C(C1O)C)(C)C)O)C(=CC3=CSC(=N3)C)C)C. Cell line: SF-539. Synergy scores: CSS=47.9, Synergy_ZIP=3.89, Synergy_Bliss=2.28, Synergy_Loewe=-8.25, Synergy_HSA=3.18. (3) Drug 1: CN1CCC(CC1)COC2=C(C=C3C(=C2)N=CN=C3NC4=C(C=C(C=C4)Br)F)OC. Drug 2: C1=NC2=C(N1)C(=S)N=CN2. Cell line: MALME-3M. Synergy scores: CSS=-5.41, Synergy_ZIP=-6.25, Synergy_Bliss=-18.1, Synergy_Loewe=-23.4, Synergy_HSA=-18.1. (4) Cell line: A498. Drug 1: C1=CC(=CC=C1CCCC(=O)O)N(CCCl)CCCl. Synergy scores: CSS=34.7, Synergy_ZIP=-1.16, Synergy_Bliss=0.181, Synergy_Loewe=3.58, Synergy_HSA=4.59. Drug 2: CC1CCC2CC(C(=CC=CC=CC(CC(C(=O)C(C(C(=CC(C(=O)CC(OC(=O)C3CCCCN3C(=O)C(=O)C1(O2)O)C(C)CC4CCC(C(C4)OC)OCCO)C)C)O)OC)C)C)C)OC. (5) Drug 1: C1CCN(CC1)CCOC2=CC=C(C=C2)C(=O)C3=C(SC4=C3C=CC(=C4)O)C5=CC=C(C=C5)O. Drug 2: CCC1(CC2CC(C3=C(CCN(C2)C1)C4=CC=CC=C4N3)(C5=C(C=C6C(=C5)C78CCN9C7C(C=CC9)(C(C(C8N6C)(C(=O)OC)O)OC(=O)C)CC)OC)C(=O)OC)O.OS(=O)(=O)O. Cell line: SNB-19. Synergy scores: CSS=51.4, Synergy_ZIP=1.88, Synergy_Bliss=6.14, Synergy_Loewe=-14.5, Synergy_HSA=7.27. (6) Drug 1: C1CN(CCN1C(=O)CCBr)C(=O)CCBr. Drug 2: CC1C(C(CC(O1)OC2CC(CC3=C2C(=C4C(=C3O)C(=O)C5=CC=CC=C5C4=O)O)(C(=O)C)O)N)O. Cell line: UO-31. Synergy scores: CSS=54.8, Synergy_ZIP=-7.49, Synergy_Bliss=-4.45, Synergy_Loewe=-2.29, Synergy_HSA=-1.00. (7) Drug 1: CC1=C(C(CCC1)(C)C)C=CC(=CC=CC(=CC(=O)O)C)C. Drug 2: CC1C(C(CC(O1)OC2CC(CC3=C2C(=C4C(=C3O)C(=O)C5=C(C4=O)C(=CC=C5)OC)O)(C(=O)CO)O)N)O.Cl. Cell line: RPMI-8226. Synergy scores: CSS=55.1, Synergy_ZIP=-4.21, Synergy_Bliss=-6.32, Synergy_Loewe=-3.91, Synergy_HSA=-0.921. (8) Drug 1: C1=CC=C(C(=C1)C(C2=CC=C(C=C2)Cl)C(Cl)Cl)Cl. Drug 2: CCN(CC)CCCC(C)NC1=C2C=C(C=CC2=NC3=C1C=CC(=C3)Cl)OC. Cell line: HL-60(TB). Synergy scores: CSS=20.2, Synergy_ZIP=-6.13, Synergy_Bliss=-1.98, Synergy_Loewe=-0.173, Synergy_HSA=0.665. (9) Drug 1: CC1CCC2CC(C(=CC=CC=CC(CC(C(=O)C(C(C(=CC(C(=O)CC(OC(=O)C3CCCCN3C(=O)C(=O)C1(O2)O)C(C)CC4CCC(C(C4)OC)O)C)C)O)OC)C)C)C)OC. Drug 2: CC1=C2C(C(=O)C3(C(CC4C(C3C(C(C2(C)C)(CC1OC(=O)C(C(C5=CC=CC=C5)NC(=O)C6=CC=CC=C6)O)O)OC(=O)C7=CC=CC=C7)(CO4)OC(=O)C)O)C)OC(=O)C. Cell line: SN12C. Synergy scores: CSS=22.4, Synergy_ZIP=-0.894, Synergy_Bliss=0.566, Synergy_Loewe=-8.57, Synergy_HSA=2.13.